Dataset: Full USPTO retrosynthesis dataset with 1.9M reactions from patents (1976-2016). Task: Predict the reactants needed to synthesize the given product. (1) Given the product [Br:1][C:2]1[CH:3]=[C:4]2[C:9]([NH:10][C@@H:11]3[CH2:15][CH2:14][C@@:13]([C:16](=[O:18])[NH2:28])([CH3:19])[C:12]3([CH3:21])[CH3:20])=[C:8]([C:22]([NH2:23])=[O:24])[CH:7]=[N:6][N:5]2[CH:25]=1, predict the reactants needed to synthesize it. The reactants are: [Br:1][C:2]1[CH:3]=[C:4]2[C:9]([NH:10][C@@H:11]3[CH2:15][CH2:14][C@:13]([CH3:19])([C:16]([OH:18])=O)[C:12]3([CH3:21])[CH3:20])=[C:8]([C:22](=[O:24])[NH2:23])[CH:7]=[N:6][N:5]2[CH:25]=1.CC[N:28](C(C)C)C(C)C.CN(C(ON1N=NC2C=CC=NC1=2)=[N+](C)C)C.F[P-](F)(F)(F)(F)F.[Cl-].[NH4+]. (2) The reactants are: [NH2:1][C:2]1[C:7](Br)=[CH:6][C:5]([CH3:9])=[CH:4][N:3]=1.CN1CCCC1=O.CCO[C:20]([S-:22])=[S:21].[K+]. Given the product [CH3:9][C:5]1[CH:6]=[C:7]2[S:21][C:20]([SH:22])=[N:1][C:2]2=[N:3][CH:4]=1, predict the reactants needed to synthesize it.